This data is from Merck oncology drug combination screen with 23,052 pairs across 39 cell lines. The task is: Regression. Given two drug SMILES strings and cell line genomic features, predict the synergy score measuring deviation from expected non-interaction effect. (1) Drug 1: Nc1ccn(C2OC(CO)C(O)C2(F)F)c(=O)n1. Drug 2: CNC(=O)c1cc(Oc2ccc(NC(=O)Nc3ccc(Cl)c(C(F)(F)F)c3)cc2)ccn1. Cell line: A2780. Synergy scores: synergy=-4.12. (2) Drug 1: NC(=O)c1cccc2cn(-c3ccc(C4CCCNC4)cc3)nc12. Drug 2: CCc1c2c(nc3ccc(O)cc13)-c1cc3c(c(=O)n1C2)COC(=O)C3(O)CC. Cell line: SW620. Synergy scores: synergy=25.7. (3) Drug 1: CS(=O)(=O)CCNCc1ccc(-c2ccc3ncnc(Nc4ccc(OCc5cccc(F)c5)c(Cl)c4)c3c2)o1. Cell line: HT144. Drug 2: NC1(c2ccc(-c3nc4ccn5c(=O)[nH]nc5c4cc3-c3ccccc3)cc2)CCC1. Synergy scores: synergy=26.0. (4) Drug 1: N#Cc1ccc(Cn2cncc2CN2CCN(c3cccc(Cl)c3)C(=O)C2)cc1. Drug 2: O=C(O)C1(Cc2cccc(Nc3nccs3)n2)CCC(Oc2cccc(Cl)c2F)CC1. Cell line: A2058. Synergy scores: synergy=25.4. (5) Drug 2: Cn1c(=O)n(-c2ccc(C(C)(C)C#N)cc2)c2c3cc(-c4cnc5ccccc5c4)ccc3ncc21. Cell line: NCIH460. Drug 1: Cc1nc(Nc2ncc(C(=O)Nc3c(C)cccc3Cl)s2)cc(N2CCN(CCO)CC2)n1. Synergy scores: synergy=80.7.